From a dataset of Experimentally validated miRNA-target interactions with 360,000+ pairs, plus equal number of negative samples. Binary Classification. Given a miRNA mature sequence and a target amino acid sequence, predict their likelihood of interaction. (1) The miRNA is hsa-miR-335-5p with sequence UCAAGAGCAAUAACGAAAAAUGU. The protein sequence of the target gene is MAQYLSTLLLLLATLAVALAWSPKEEDRIIPGGIYNADLNDEWVQRALHFAISEYNKATKDDYYRRPLRVLRARQQTVGGVNYFFDVEVGRTICTKSQPNLDTCAFHEQPELQKKQLCSFEIYEVPWENRRSLVKSRCQES. Result: 1 (interaction). (2) The miRNA is hsa-miR-186-5p with sequence CAAAGAAUUCUCCUUUUGGGCU. The protein sequence of the target gene is MSPTPPLFSLPEARTRFTKSTREALNNKNIKPLLSTFSQVPGSENEKKCTLDQAFRGILEEEIINHSSCENVLAIISLAIGGVTEGICTASTPFVLLGDVLDCLPLDQCDTIFTFVEKNVATWKSNTFYSAGKNYLLRMCNDLLRRLSKSQNTVFCGRIQLFLARLFPLSEKSGLNLQSQFNLENVTVFNTNEQESTLGQKHTEDREEGMDVEEGEMGDEEAPTTCSIPIDYNLYRKFWSLQDYFRNPVQCYEKISWKTFLKYSEEVLAVFKSYKLDDTQASRKKMEELKTGGEHVYFAK.... Result: 1 (interaction). (3) The miRNA is hsa-miR-764 with sequence GCAGGUGCUCACUUGUCCUCCU. The protein sequence of the target gene is MAAAGQLCLLYLSAGLLSRLGAAFNLDTREDNVIRKYGDPGSLFGFSLAMHWQLQPEDKRLLLVGAPRAEALPLQRANRTGGLYSCDITARGPCTRIEFDNDADPTSESKEDQWMGVTVQSQGPGGKVVTCAHRYEKRQHVNTKQESRDIFGRCYVLSQNLRIEDDMDGGDWSFCDGRLRGHEKFGSCQQGVAATFTKDFHYIVFGAPGTYNWKGIVRVEQKNNTFFDMNIFEDGPYEVGGETEHDESLVPVPANSYLGLLFLTSVSYTDPDQFVYKTRPPREQPDTFPDVMMNSYLGFS.... Result: 0 (no interaction). (4) The miRNA is mmu-miR-653-5p with sequence GUGUUGAAACAAUCUCUACUG. The protein sequence of the target gene is MKYILVTGGVISGIGKGIIASSIGTILKSCGLRVTAIKIDPYINIDAGTFSPYEHGEVFVLNDGGEVDLDLGNYERFLDINLYKDNNITTGKIYQHVINKERRGDYLGKTVQVVPHITDAIQEWVMNQAKVSVDGNKEDPQICVIELGGTIGDIEGMAFVEAFRQFQFKAKKENFYNIHVSLVPQPSATGEQKTKPTQNSVRALRGLGLSPDLIVCRSSTPIEMAVKEKISMFCHVNPEQVICIHDVSSIYRVPLLLEEQGVVKYFQERLGLPINDCSSNLLFKWKAMADRYERLQKICS.... Result: 0 (no interaction).